Dataset: Full USPTO retrosynthesis dataset with 1.9M reactions from patents (1976-2016). Task: Predict the reactants needed to synthesize the given product. (1) The reactants are: [CH2:1]([C:4]1[C:8]([CH2:9][CH2:10][CH2:11][OH:12])=[CH:7][N:6]([C:13]2[CH:18]=[CH:17][C:16]([C:19]([F:22])([F:21])[F:20])=[CH:15][N:14]=2)[N:5]=1)[CH2:2][CH3:3].O[C:24]1[CH:29]=[CH:28][C:27]([CH2:30][CH2:31][C:32]([O:34]C)=[O:33])=[CH:26][CH:25]=1.C(P(CCCC)CCCC)CCC.N(C(N1CCCCC1)=O)=NC(N1CCCCC1)=O. Given the product [CH2:1]([C:4]1[C:8]([CH2:9][CH2:10][CH2:11][O:12][C:24]2[CH:29]=[CH:28][C:27]([CH2:30][CH2:31][C:32]([OH:34])=[O:33])=[CH:26][CH:25]=2)=[CH:7][N:6]([C:13]2[CH:18]=[CH:17][C:16]([C:19]([F:21])([F:20])[F:22])=[CH:15][N:14]=2)[N:5]=1)[CH2:2][CH3:3], predict the reactants needed to synthesize it. (2) Given the product [OH:14][C:11]1[CH:12]=[CH:13][C:8]([CH:5]2[CH2:6][CH2:7][C:2](=[CH:18][C:19]([O:21][CH3:22])=[O:20])[CH2:3][CH2:4]2)=[CH:9][CH:10]=1, predict the reactants needed to synthesize it. The reactants are: O[C:2]1[CH:7]=[CH:6][C:5]([CH:8]2[CH2:13][CH2:12][C:11](=[O:14])[CH2:10][CH2:9]2)=[CH:4][CH:3]=1.[H-].[Na+].C[C:18](C)(P(=O)=O)[C:19]([O:21][CH3:22])=[O:20]. (3) The reactants are: Cl.[NH:2]1[CH2:5][CH:4]([C:6]2[O:10][N:9]=[C:8]([C:11]3[CH:12]=[CH:13][C:14]([CH3:29])=[C:15]([NH:17][C:18]([C:20]4[N:24]5[CH:25]=[CH:26][CH:27]=[CH:28][C:23]5=[N:22][CH:21]=4)=[O:19])[CH:16]=3)[N:7]=2)[CH2:3]1.C(=O)([O-])[O-].[K+].[K+].[N:36]#[C:37]Br. Given the product [C:37]([N:2]1[CH2:3][CH:4]([C:6]2[O:10][N:9]=[C:8]([C:11]3[CH:12]=[CH:13][C:14]([CH3:29])=[C:15]([NH:17][C:18]([C:20]4[N:24]5[CH:25]=[CH:26][CH:27]=[CH:28][C:23]5=[N:22][CH:21]=4)=[O:19])[CH:16]=3)[N:7]=2)[CH2:5]1)#[N:36], predict the reactants needed to synthesize it.